Dataset: Catalyst prediction with 721,799 reactions and 888 catalyst types from USPTO. Task: Predict which catalyst facilitates the given reaction. (1) Reactant: [Cl-].[Cl:2][C:3]1[CH:8]=[C:7]([C:9]([N:11]2[C:24]3[C:19](=[CH:20][C:21]([F:25])=[CH:22][CH:23]=3)[C:13]3([CH2:18][CH2:17][NH2+:16][CH2:15][CH2:14]3)[CH2:12]2)=[O:10])[CH:6]=[CH:5][N:4]=1.C(N(CC)C(C)C)(C)C.Br[CH2:36]/[CH:37]=[CH:38]/[C:39]1[CH:44]=[CH:43][C:42]([F:45])=[C:41]([F:46])[CH:40]=1. Product: [Cl:2][C:3]1[CH:8]=[C:7]([C:9]([N:11]2[C:24]3[C:19](=[CH:20][C:21]([F:25])=[CH:22][CH:23]=3)[C:13]3([CH2:14][CH2:15][N:16]([CH2:36]/[CH:37]=[CH:38]/[C:39]4[CH:44]=[CH:43][C:42]([F:45])=[C:41]([F:46])[CH:40]=4)[CH2:17][CH2:18]3)[CH2:12]2)=[O:10])[CH:6]=[CH:5][N:4]=1. The catalyst class is: 9. (2) Reactant: [C:1]([C:5]1[N:10]=[C:9]([N:11]2[CH2:16][CH2:15][N:14]([CH2:17][CH2:18][CH2:19][CH2:20][NH2:21])[CH2:13][CH2:12]2)[CH:8]=[C:7]([C:22]([F:25])([F:24])[F:23])[N:6]=1)([CH3:4])([CH3:3])[CH3:2].C1N=CN([C:31]([N:33]2[CH:37]=N[CH:35]=[CH:34]2)=[O:32])C=1.[Cl:38][C:39]1[CH:44]=[CH:43][C:42]([CH:45]2CCNC[CH2:46]2)=[CH:41][CH:40]=1. Product: [C:1]([C:5]1[N:10]=[C:9]([N:11]2[CH2:16][CH2:15][N:14]([CH2:17][CH2:18][CH2:19][CH2:20][NH:21][C:31]([N:33]3[CH2:34][CH2:35][CH:45]([C:42]4[CH:43]=[CH:44][C:39]([Cl:38])=[CH:40][CH:41]=4)[CH2:46][CH2:37]3)=[O:32])[CH2:13][CH2:12]2)[CH:8]=[C:7]([C:22]([F:24])([F:25])[F:23])[N:6]=1)([CH3:4])([CH3:2])[CH3:3]. The catalyst class is: 147. (3) Reactant: O=[C:2]1[N:7]=[CH:6][C:5]([C:8]#[N:9])=[CH:4]N1S(C1C=CC=CC=1)(=O)=O.O=[CH:20][C:21]([O:23][CH2:24][CH3:25])=[O:22].C([O-])(=O)C.[NH4+].[OH-].[Na+]. Product: [C:8]([C:5]1[CH:6]=[N:7][CH:2]=[C:20]([CH:4]=1)[C:21]([O:23][CH2:24][CH3:25])=[O:22])#[N:9]. The catalyst class is: 8. (4) Product: [Si:1]([O:18][CH2:19][C:20]([CH3:26])([CH3:25])[C:21]([OH:23])=[O:22])([C:14]([CH3:17])([CH3:15])[CH3:16])([C:8]1[CH:13]=[CH:12][CH:11]=[CH:10][CH:9]=1)[C:2]1[CH:3]=[CH:4][CH:5]=[CH:6][CH:7]=1. Reactant: [Si:1]([O:18][CH2:19][C:20]([CH3:26])([CH3:25])[C:21]([O:23]C)=[O:22])([C:14]([CH3:17])([CH3:16])[CH3:15])([C:8]1[CH:13]=[CH:12][CH:11]=[CH:10][CH:9]=1)[C:2]1[CH:7]=[CH:6][CH:5]=[CH:4][CH:3]=1.[OH-].[Na+].Cl. The catalyst class is: 7. (5) Reactant: [C:1]1([CH:7]([N:14]2[CH2:17][CH:16]([CH2:18]OS(C)(=O)=O)[CH2:15]2)[C:8]2[CH:13]=[CH:12][CH:11]=[CH:10][CH:9]=2)[CH:6]=[CH:5][CH:4]=[CH:3][CH:2]=1.[H-].[Na+].[NH:26]1[CH:30]=[CH:29][N:28]=[CH:27]1. Product: [C:1]1([CH:7]([N:14]2[CH2:17][CH:16]([CH2:18][N:26]3[CH:30]=[CH:29][N:28]=[CH:27]3)[CH2:15]2)[C:8]2[CH:13]=[CH:12][CH:11]=[CH:10][CH:9]=2)[CH:6]=[CH:5][CH:4]=[CH:3][CH:2]=1. The catalyst class is: 3. (6) Reactant: ClC(OC(Cl)C)=O.C([N:15]1[CH2:34][C@@H:33]([C:35]2[CH:42]=[CH:41][C:38]([C:39]#[N:40])=[CH:37][CH:36]=2)[C@:17]2([N:21]([CH3:22])[C:20](=[O:23])[N:19]([C:24]3[CH:29]=[C:28]([Cl:30])[CH:27]=[C:26]([Cl:31])[CH:25]=3)[C:18]2=[O:32])[CH2:16]1)C1C=CC=CC=1. Product: [Cl:31][C:26]1[CH:25]=[C:24]([N:19]2[C:18](=[O:32])[C@@:17]3([C@H:33]([C:35]4[CH:36]=[CH:37][C:38]([C:39]#[N:40])=[CH:41][CH:42]=4)[CH2:34][NH:15][CH2:16]3)[N:21]([CH3:22])[C:20]2=[O:23])[CH:29]=[C:28]([Cl:30])[CH:27]=1. The catalyst class is: 2. (7) Reactant: [CH3:1][O:2][C:3]1[CH:4]=[C:5]2[C:9](=[CH:10][CH:11]=1)[NH:8][CH:7]([CH3:12])[CH:6]2[CH2:13][C:14]([O:16][CH2:17][CH3:18])=[O:15].Cl[C:20]1[CH:25]=[C:24]([CH3:26])[N:23]=[C:22]([C:27]2[CH:32]=[CH:31][CH:30]=[CH:29][CH:28]=2)[N:21]=1.Cl. Product: [CH3:1][O:2][C:3]1[CH:4]=[C:5]2[C:9](=[CH:10][CH:11]=1)[N:8]([C:20]1[CH:25]=[C:24]([CH3:26])[N:23]=[C:22]([C:27]3[CH:28]=[CH:29][CH:30]=[CH:31][CH:32]=3)[N:21]=1)[CH:7]([CH3:12])[CH:6]2[CH2:13][C:14]([O:16][CH2:17][CH3:18])=[O:15]. The catalyst class is: 8. (8) Reactant: [Cl:1][C:2]1[CH:32]=[CH:31][C:5]([CH2:6][N:7]2[C:11]3[CH:12]=[C:13]([N:17]4[CH2:22][CH2:21][NH:20][CH2:19][CH2:18]4)[C:14]([F:16])=[CH:15][C:10]=3[N:9]=[C:8]2[CH2:23][O:24][C:25]2[CH:30]=[CH:29][CH:28]=[CH:27][CH:26]=2)=[CH:4][CH:3]=1.[C:33](Cl)(=[O:37])[CH2:34][CH2:35][CH3:36]. Product: [Cl:1][C:2]1[CH:32]=[CH:31][C:5]([CH2:6][N:7]2[C:11]3[CH:12]=[C:13]([N:17]4[CH2:22][CH2:21][N:20]([C:33](=[O:37])[CH2:34][CH2:35][CH3:36])[CH2:19][CH2:18]4)[C:14]([F:16])=[CH:15][C:10]=3[N:9]=[C:8]2[CH2:23][O:24][C:25]2[CH:30]=[CH:29][CH:28]=[CH:27][CH:26]=2)=[CH:4][CH:3]=1. The catalyst class is: 4. (9) Reactant: [N+:1]([C:4]1[O:8][C:7]([C:9](Cl)=[O:10])=[CH:6][CH:5]=1)([O-:3])=[O:2].[CH3:12][O:13][C:14]1[CH:21]=[CH:20][CH:19]=[CH:18][C:15]=1[CH2:16][NH2:17]. Product: [CH3:12][O:13][C:14]1[CH:21]=[CH:20][CH:19]=[CH:18][C:15]=1[CH2:16][NH:17][C:9]([C:7]1[O:8][C:4]([N+:1]([O-:3])=[O:2])=[CH:5][CH:6]=1)=[O:10]. The catalyst class is: 624. (10) Reactant: [S:9](O[S:9]([C:12]([F:15])([F:14])[F:13])(=[O:11])=[O:10])([C:12]([F:15])([F:14])[F:13])(=[O:11])=[O:10].[F:16][C:17]([F:37])([F:36])[C:18]1[C:30]([C:31]([F:34])([F:33])[F:32])=[C:29](O)[CH:28]=[CH:27][C:19]=1/[CH:20]=[CH:21]/[C:22]([O:24][CH2:25][CH3:26])=[O:23].N1C=CC=CC=1. Product: [F:15][C:12]([F:13])([F:14])[S:9]([C:29]1[CH:28]=[CH:27][C:19](/[CH:20]=[CH:21]/[C:22]([O:24][CH2:25][CH3:26])=[O:23])=[C:18]([C:17]([F:36])([F:37])[F:16])[C:30]=1[C:31]([F:32])([F:33])[F:34])(=[O:10])=[O:11]. The catalyst class is: 28.